Dataset: Forward reaction prediction with 1.9M reactions from USPTO patents (1976-2016). Task: Predict the product of the given reaction. (1) Given the reactants [Cl:1][C:2]1[CH:3]=[C:4]([CH:9]=[CH:10][N:11]=1)[C:5]([O:7][CH3:8])=[O:6].[C:12]([C:16]1[CH:21]=[CH:20][C:19](B(O)O)=[CH:18][CH:17]=1)([CH3:15])([CH3:14])[CH3:13].C(=O)([O-])[O-].[K+].[K+].Cl, predict the reaction product. The product is: [ClH:1].[C:12]([C:16]1[CH:21]=[CH:20][C:19]([C:2]2[CH:3]=[C:4]([CH:9]=[CH:10][N:11]=2)[C:5]([O:7][CH3:8])=[O:6])=[CH:18][CH:17]=1)([CH3:15])([CH3:14])[CH3:13]. (2) Given the reactants [NH2:1][C:2]1[CH:3]=[CH:4][C:5]([O:18][CH3:19])=[C:6]([NH:8][C:9](=[O:17])[CH2:10][N:11]2[CH2:16][CH2:15][O:14][CH2:13][CH2:12]2)[CH:7]=1.[Br:20][C:21]1[CH:29]=[CH:28][C:24]([C:25](O)=[O:26])=[CH:23][C:22]=1[F:30].C(N(CC)C(C)C)(C)C.F[P-](F)(F)(F)(F)F.N1(O[P+](N2CCCC2)(N2CCCC2)N2CCCC2)C2C=CC=CC=2N=N1, predict the reaction product. The product is: [Br:20][C:21]1[CH:29]=[CH:28][C:24]([C:25]([NH:1][C:2]2[CH:3]=[CH:4][C:5]([O:18][CH3:19])=[C:6]([NH:8][C:9](=[O:17])[CH2:10][N:11]3[CH2:16][CH2:15][O:14][CH2:13][CH2:12]3)[CH:7]=2)=[O:26])=[CH:23][C:22]=1[F:30]. (3) Given the reactants [C:1]([O:5][C:6](=[O:23])[CH2:7][C:8](=[O:22])[CH2:9][C@H:10]([OH:21])[CH2:11][O:12][C:13](=[O:20])[C:14]1[CH:19]=[CH:18][CH:17]=[CH:16][CH:15]=1)([CH3:4])([CH3:3])[CH3:2].O=C[C@@H]([C@H]([C@@H]([C@@H](CO)O)O)O)O, predict the reaction product. The product is: [C:1]([O:5][C:6](=[O:23])[CH2:7][C@H:8]([OH:22])[CH2:9][C@H:10]([OH:21])[CH2:11][O:12][C:13](=[O:20])[C:14]1[CH:15]=[CH:16][CH:17]=[CH:18][CH:19]=1)([CH3:4])([CH3:2])[CH3:3]. (4) Given the reactants [F:1][C:2]([F:33])([F:32])[C:3]1[CH:27]=[C:26]([C:28]([F:31])([F:30])[F:29])[CH:25]=[CH:24][C:4]=1[CH2:5][N:6]1[C:14]2[C:9](=[CH:10][C:11]([CH:15]=[C:16]3[S:20][C:19](SC)=[N:18][C:17]3=[O:23])=[CH:12][CH:13]=2)[CH:8]=[N:7]1.[NH:34]1[CH2:37][CH2:36][C@H:35]1[C:38]([OH:40])=[O:39], predict the reaction product. The product is: [F:33][C:2]([F:1])([F:32])[C:3]1[CH:27]=[C:26]([C:28]([F:30])([F:29])[F:31])[CH:25]=[CH:24][C:4]=1[CH2:5][N:6]1[C:14]2[C:9](=[CH:10][C:11]([CH:15]=[C:16]3[S:20][C:19]([N:34]4[CH2:37][CH2:36][C@H:35]4[C:38]([OH:40])=[O:39])=[N:18][C:17]3=[O:23])=[CH:12][CH:13]=2)[CH:8]=[N:7]1.